Dataset: Retrosynthesis with 50K atom-mapped reactions and 10 reaction types from USPTO. Task: Predict the reactants needed to synthesize the given product. (1) Given the product COc1ccc(CN(Cc2ccc(OC)cc2)c2ncc(-c3nc(N4CCOCC4)nc4c3CCN4c3ccnc(Cl)c3)cn2)cc1, predict the reactants needed to synthesize it. The reactants are: COc1ccc(CN(Cc2ccc(OC)cc2)c2ncc(-c3nc(N4CCOCC4)nc4c3CCN4)cn2)cc1.Clc1cc(I)ccn1. (2) The reactants are: N#Cc1ccc2c(cc(C3CC3)n2Cc2ccc(Br)o2)c1C(F)(F)F.OB(O)c1cc(F)cc(F)c1. Given the product N#Cc1ccc2c(cc(C3CC3)n2Cc2ccc(-c3cc(F)cc(F)c3)o2)c1C(F)(F)F, predict the reactants needed to synthesize it. (3) The reactants are: CCNC(=O)Nc1cc(Br)c(I)cn1.CCOC(=O)c1cncc(B2OC(C)(C)C(C)(C)O2)c1. Given the product CCNC(=O)Nc1cc(Br)c(-c2cncc(C(=O)OCC)c2)cn1, predict the reactants needed to synthesize it. (4) Given the product COc1cc(C[C@@H](OC(=O)N2CCC(N3CCc4ccccc4NC3=O)CC2)C(=O)N2CCC(N3CCNCC3)CC2)cc(C)c1O, predict the reactants needed to synthesize it. The reactants are: COc1cc(C[C@@H](OC(=O)N2CCC(N3CCc4ccccc4NC3=O)CC2)C(=O)N2CCC(N3CCN(Cc4ccccc4)CC3)CC2)cc(C)c1O. (5) Given the product CN(C)c1nc(N[C@H]2CC[C@@H](NCc3ccc(N)cc3OC(F)(F)F)CC2)nc2ccccc12, predict the reactants needed to synthesize it. The reactants are: CN(C)c1nc(N[C@H]2CC[C@@H](NCc3ccc(Br)cc3OC(F)(F)F)CC2)nc2ccccc12.N. (6) Given the product CC(C)(C)OC(=O)N1CCN(c2cc(-c3ccccc3)ccn2)CC1, predict the reactants needed to synthesize it. The reactants are: Brc1cc(-c2ccccc2)ccn1.CC(C)(C)OC(=O)N1CCNCC1. (7) Given the product CC(C)(C)OC(=O)N1CCC[C@@H]1C(N)c1ccc(OCc2ccccc2)cc1, predict the reactants needed to synthesize it. The reactants are: CC(C)(C)OC(=O)N1CCC[C@@H]1C(=O)c1ccc(OCc2ccccc2)cc1.[NH4+]. (8) Given the product COc1ccc(C(=O)c2ccc(C(=O)O)cc2)cc1OC, predict the reactants needed to synthesize it. The reactants are: COC(=O)c1ccc(C(=O)c2ccc(OC)c(OC)c2)cc1. (9) Given the product CC(=O)N[C@@H]1CCN(c2ccc(C(=O)Nc3cc(-c4ccc(F)cc4)ccc3NC(=O)OC(C)(C)C)cc2)C1, predict the reactants needed to synthesize it. The reactants are: CC(=O)OC(C)=O.CC(C)(C)OC(=O)Nc1ccc(-c2ccc(F)cc2)cc1NC(=O)c1ccc(N2CC[C@@H](N)C2)cc1.